This data is from TCR-epitope binding with 47,182 pairs between 192 epitopes and 23,139 TCRs. The task is: Binary Classification. Given a T-cell receptor sequence (or CDR3 region) and an epitope sequence, predict whether binding occurs between them. (1) The epitope is ATDALMTGY. The TCR CDR3 sequence is CAISESTVGNQPQHF. Result: 1 (the TCR binds to the epitope). (2) The epitope is RPPIFIRRL. The TCR CDR3 sequence is CASSLAGGGYEQYF. Result: 0 (the TCR does not bind to the epitope). (3) The epitope is SGPLKAEIAQRLED. The TCR CDR3 sequence is CASSNTDNQPQHF. Result: 1 (the TCR binds to the epitope). (4) The epitope is GVAMPNLYK. The TCR CDR3 sequence is CAIRAPENTEAFF. Result: 0 (the TCR does not bind to the epitope). (5) The TCR CDR3 sequence is CASSQEGSGDLYNEQFF. Result: 1 (the TCR binds to the epitope). The epitope is SLVKPSFYV. (6) The epitope is PKYVKQNTLKLAT. The TCR CDR3 sequence is CASHWSGGLNTGELFF. Result: 1 (the TCR binds to the epitope).